Task: Predict the reactants needed to synthesize the given product.. Dataset: Full USPTO retrosynthesis dataset with 1.9M reactions from patents (1976-2016) (1) Given the product [C:17]([C:19]1[N:23]([CH3:24])[C:22]([C:2]2[CH:7]=[CH:6][C:5]([S:8]([N:11]([CH2:14][CH3:15])[CH2:12][CH3:13])(=[O:10])=[O:9])=[CH:4][C:3]=2[F:16])=[CH:21][CH:20]=1)#[N:18], predict the reactants needed to synthesize it. The reactants are: Br[C:2]1[CH:7]=[CH:6][C:5]([S:8]([N:11]([CH2:14][CH3:15])[CH2:12][CH3:13])(=[O:10])=[O:9])=[CH:4][C:3]=1[F:16].[C:17]([C:19]1[N:23]([CH3:24])[C:22](B(O)O)=[CH:21][CH:20]=1)#[N:18].[F-].[K+].C(P(C(C)(C)C)C(C)(C)C)(C)(C)C. (2) Given the product [Br:1][C:2]1[C:3]([O:20][CH3:21])=[N:4][CH:5]=[C:6]2[C:7]=1[NH:8][CH:9]=[CH:10][C:15]2=[O:16], predict the reactants needed to synthesize it. The reactants are: [Br:1][C:2]1[C:3]([O:20][CH3:21])=[N:4][CH:5]=[CH:6][C:7]=1[NH:8][CH:9]=[C:10]1[C:15](=[O:16])OC(C)(C)OC1=O.C1(OC2C=CC=CC=2)C=CC=CC=1. (3) Given the product [CH2:1]([O:8][C:9](=[O:21])[N:10]([CH2:12][C@H:13]1[CH2:14][CH2:15][C@H:16]([CH:19]=[O:20])[CH2:17][CH2:18]1)[CH3:11])[C:2]1[CH:7]=[CH:6][CH:5]=[CH:4][CH:3]=1, predict the reactants needed to synthesize it. The reactants are: [CH2:1]([O:8][C:9](=[O:21])[N:10]([CH2:12][C@H:13]1[CH2:18][CH2:17][C@H:16]([CH2:19][OH:20])[CH2:15][CH2:14]1)[CH3:11])[C:2]1[CH:7]=[CH:6][CH:5]=[CH:4][CH:3]=1.CS(C)=O.C(N(CC)CC)C. (4) Given the product [NH2:1][C:4]1[CH:5]=[C:6]([N:10]2[C:14](=[O:15])[CH2:13][CH:12]([C:16]([O:18][CH3:19])=[O:17])[CH2:11]2)[CH:7]=[CH:8][CH:9]=1, predict the reactants needed to synthesize it. The reactants are: [N+:1]([C:4]1[CH:5]=[C:6]([N:10]2[C:14](=[O:15])[CH2:13][CH:12]([C:16]([O:18][CH3:19])=[O:17])[CH2:11]2)[CH:7]=[CH:8][CH:9]=1)([O-])=O. (5) Given the product [Cl:1][C:2]1[N:3]=[CH:4][N:5]([CH2:11][C:12]2[CH:21]=[CH:20][C:19]3[C:14](=[CH:15][CH:16]=[CH:17][CH:18]=3)[CH:13]=2)[C:6]=1[Cl:7], predict the reactants needed to synthesize it. The reactants are: [Cl:1][C:2]1[N:3]=[CH:4][NH:5][C:6]=1[Cl:7].[OH-].[K+].Br[CH2:11][C:12]1[CH:21]=[CH:20][C:19]2[C:14](=[CH:15][CH:16]=[CH:17][CH:18]=2)[CH:13]=1. (6) Given the product [CH3:4][O:3][P:1]([O-:7])([O:5][CH3:6])=[O:2].[CH3:14][NH+:15]1[CH2:19][CH:18]([CH3:20])[N:17]([CH3:21])[CH:16]1[CH3:22], predict the reactants needed to synthesize it. The reactants are: [P:1]([O:7]C)([O:5][CH3:6])([O:3][CH3:4])=[O:2].COC(=O)[O-].[CH3:14][NH+:15]1[CH2:19][CH:18]([CH3:20])[N:17]([CH3:21])[CH:16]1[CH3:22].O.